Dataset: NCI-60 drug combinations with 297,098 pairs across 59 cell lines. Task: Regression. Given two drug SMILES strings and cell line genomic features, predict the synergy score measuring deviation from expected non-interaction effect. (1) Drug 1: C1CN(CCN1C(=O)CCBr)C(=O)CCBr. Drug 2: CN(C(=O)NC(C=O)C(C(C(CO)O)O)O)N=O. Cell line: SF-295. Synergy scores: CSS=45.8, Synergy_ZIP=-1.59, Synergy_Bliss=-0.911, Synergy_Loewe=0.158, Synergy_HSA=1.30. (2) Drug 1: CC1=CC=C(C=C1)C2=CC(=NN2C3=CC=C(C=C3)S(=O)(=O)N)C(F)(F)F. Drug 2: C1CCC(C(C1)N)N.C(=O)(C(=O)[O-])[O-].[Pt+4]. Cell line: HOP-92. Synergy scores: CSS=6.57, Synergy_ZIP=2.67, Synergy_Bliss=0.209, Synergy_Loewe=-8.92, Synergy_HSA=-2.13. (3) Drug 1: C1CN1P(=S)(N2CC2)N3CC3. Drug 2: CCCCC(=O)OCC(=O)C1(CC(C2=C(C1)C(=C3C(=C2O)C(=O)C4=C(C3=O)C=CC=C4OC)O)OC5CC(C(C(O5)C)O)NC(=O)C(F)(F)F)O. Cell line: NCIH23. Synergy scores: CSS=41.3, Synergy_ZIP=-1.63, Synergy_Bliss=3.91, Synergy_Loewe=-11.4, Synergy_HSA=4.40. (4) Drug 1: CC12CCC(CC1=CCC3C2CCC4(C3CC=C4C5=CN=CC=C5)C)O. Drug 2: CC(C)CN1C=NC2=C1C3=CC=CC=C3N=C2N. Synergy scores: CSS=0.453, Synergy_ZIP=0.722, Synergy_Bliss=2.24, Synergy_Loewe=-0.349, Synergy_HSA=-0.800. Cell line: SK-MEL-28.